From a dataset of Full USPTO retrosynthesis dataset with 1.9M reactions from patents (1976-2016). Predict the reactants needed to synthesize the given product. (1) Given the product [F:1][C:2]1[CH:7]=[CH:6][C:5]([CH:8]([N:16]2[CH2:17][CH2:18][N:19]([CH:22]([CH3:24])[CH3:23])[CH2:20][CH2:21]2)[CH2:9][N:10]2[CH2:15][CH2:14][N:13]([CH2:26][CH:27]=[CH:28][C:29]3[CH:34]=[CH:33][CH:32]=[CH:31][C:30]=3[C:35]3[CH:40]=[CH:39][CH:38]=[CH:37][CH:36]=3)[CH2:12][CH2:11]2)=[CH:4][CH:3]=1, predict the reactants needed to synthesize it. The reactants are: [F:1][C:2]1[CH:7]=[CH:6][C:5]([CH:8]([N:16]2[CH2:21][CH2:20][N:19]([CH:22]([CH3:24])[CH3:23])[CH2:18][CH2:17]2)[CH2:9][N:10]2[CH2:15][CH2:14][NH:13][CH2:12][CH2:11]2)=[CH:4][CH:3]=1.Br[CH2:26][CH:27]=[CH:28][C:29]1[CH:34]=[CH:33][CH:32]=[CH:31][C:30]=1[C:35]1[CH:40]=[CH:39][CH:38]=[CH:37][CH:36]=1.C(N(C(C)C)CC)(C)C.C(=O)(O)[O-].[Na+]. (2) Given the product [CH3:19][O:20][C:21]1[CH:22]=[C:23]([NH:13][C:12]2[C:11]3[C:10](=[CH:9][CH:8]=[C:6]4[N:7]=[C:3]([C:1]#[N:2])[S:4][C:5]4=3)[N:14]=[CH:15][N:16]=2)[CH:25]=[CH:26][C:27]=1[O:28][CH3:29], predict the reactants needed to synthesize it. The reactants are: [C:1]([C:3]1[S:4][C:5]2[C:11]([C:12]#[N:13])=[C:10](/[N:14]=[CH:15]/[N:16](C)C)[CH:9]=[CH:8][C:6]=2[N:7]=1)#[N:2].[CH3:19][O:20][C:21]1[CH:22]=[C:23]([CH:25]=[CH:26][C:27]=1[O:28][CH3:29])N.[K+].[Br-]. (3) Given the product [ClH:27].[CH:19]1([C:5]([O:6][CH2:7][CH2:10][NH:13][CH3:14])=[O:11])[CH2:24][CH2:23][CH2:22][CH2:21][CH2:20]1, predict the reactants needed to synthesize it. The reactants are: OCCN(C)[C:5](=[O:11])[O:6][C:7]([CH3:10])(C)C.[N:13]1C=CC=C[CH:14]=1.[CH:19]1(C([Cl:27])=O)[CH2:24][CH2:23][CH2:22][CH2:21][CH2:20]1. (4) Given the product [N:1]1[CH:6]=[CH:5][CH:4]=[CH:3][C:2]=1[C:7]1([CH2:12][OH:13])[CH2:11][CH2:10][CH2:9][CH2:8]1, predict the reactants needed to synthesize it. The reactants are: [N:1]1[CH:6]=[CH:5][CH:4]=[CH:3][C:2]=1[C:7]1([C:12](O)=[O:13])[CH2:11][CH2:10][CH2:9][CH2:8]1.C(OCC)(=O)C. (5) Given the product [C:4]([CH:3]([CH2:1][CH3:2])[C:9]([OH:11])=[O:10])([O:6][CH2:7][CH3:8])=[O:5], predict the reactants needed to synthesize it. The reactants are: [CH2:1]([CH:3]([C:9]([O:11]CC)=[O:10])[C:4]([O:6][CH2:7][CH3:8])=[O:5])[CH3:2].C(O)C.[OH-].[K+].Cl. (6) Given the product [Cl:1][C:2]1[C:3]([C:12]#[N:13])=[CH:4][C:5]([NH:8][C:9](=[O:11])[CH3:10])=[C:6]([N+:14]([O-:16])=[O:15])[CH:7]=1, predict the reactants needed to synthesize it. The reactants are: [Cl:1][C:2]1[CH:7]=[CH:6][C:5]([NH:8][C:9](=[O:11])[CH3:10])=[CH:4][C:3]=1[C:12]#[N:13].[N+:14]([O-])([O-:16])=[O:15].[K+]. (7) The reactants are: [F:1][C@H:2]1[C@@H:7]([OH:8])[CH2:6][CH2:5][N:4](C(OCC2C=CC=CC=2)=O)[CH2:3]1.[CH3:31][C:30]([O:29][C:27](O[C:27]([O:29][C:30]([CH3:33])([CH3:32])[CH3:31])=[O:28])=[O:28])([CH3:33])[CH3:32]. Given the product [F:1][C@H:2]1[C@@H:7]([OH:8])[CH2:6][CH2:5][N:4]([C:27]([O:29][C:30]([CH3:31])([CH3:32])[CH3:33])=[O:28])[CH2:3]1, predict the reactants needed to synthesize it. (8) Given the product [OH:1][C@@H:2]([C@H:11]([C@@H:13]1[C@:30]2([CH3:31])[C@H:16]([C@H:17]3[C@H:27]([CH2:28][CH2:29]2)[C@:25]2([CH3:26])[C:20](=[CH:21][C:22](=[O:32])[CH:23]=[CH:24]2)[C@@H:19]([F:33])[CH2:18]3)[CH2:15][CH2:14]1)[CH3:12])[C@@H:3]([OH:10])[C@H:4]([CH:7]([CH3:9])[CH3:8])[CH2:5][CH3:6], predict the reactants needed to synthesize it. The reactants are: [OH:1][C@@H:2]([C@H:11]([C@@H:13]1[C@:30]2([CH3:31])[C@H:16]([C@H:17]3[C@H:27]([CH2:28][CH2:29]2)[C@:25]2([CH3:26])[C:20](=[CH:21][C:22](=[O:32])[CH2:23][CH2:24]2)[C@@H:19]([F:33])[CH2:18]3)[CH2:15][CH2:14]1)[CH3:12])[C@@H:3]([OH:10])[C@H:4]([CH:7]([CH3:9])[CH3:8])[CH2:5][CH3:6].C(C1C(=O)C(Cl)=C(Cl)C(=O)C=1C#N)#N. (9) The reactants are: [F:1][C:2]([F:13])([F:12])[C:3]1[CH:4]=[C:5]([CH:9]=[CH:10][N:11]=1)[C:6]([OH:8])=O.C(Cl)CCl.C1C=CC2N(O)N=NC=2C=1.[NH2:28][C:29]1[CH:30]=[CH:31][C:32]([CH3:50])=[C:33]([C:35]2[CH:40]=[C:39]([N:41]3[CH2:46][CH2:45][O:44][CH2:43][CH2:42]3)[N:38]=[C:37]([NH:47][CH2:48][CH3:49])[N:36]=2)[CH:34]=1. Given the product [CH2:48]([NH:47][C:37]1[N:36]=[C:35]([C:33]2[CH:34]=[C:29]([NH:28][C:6](=[O:8])[C:5]3[CH:9]=[CH:10][N:11]=[C:3]([C:2]([F:1])([F:13])[F:12])[CH:4]=3)[CH:30]=[CH:31][C:32]=2[CH3:50])[CH:40]=[C:39]([N:41]2[CH2:42][CH2:43][O:44][CH2:45][CH2:46]2)[N:38]=1)[CH3:49], predict the reactants needed to synthesize it. (10) Given the product [Cl:21][C:16]1[CH:15]=[C:14]([CH:19]=[CH:18][C:17]=1[Cl:20])[CH2:13][CH:12]1[C:11]2[C:6](=[CH:7][CH:8]=[C:9]([O:22][CH2:23][CH2:24][NH:25][S:26]([CH2:29][CH2:33][CH3:35])(=[O:27])=[O:28])[CH:10]=2)[CH2:5][CH2:4][CH:3]1[NH:2][C:44](=[O:45])[C:43]([F:54])([F:53])[F:42], predict the reactants needed to synthesize it. The reactants are: Cl.[NH2:2][CH:3]1[CH:12]([CH2:13][C:14]2[CH:19]=[CH:18][C:17]([Cl:20])=[C:16]([Cl:21])[CH:15]=2)[C:11]2[CH:10]=[C:9]([O:22][CH2:23][CH2:24][NH:25][S:26]([C:29]3N=CN(C)[CH:33]=3)(=[O:28])=[O:27])[CH:8]=[CH:7][C:6]=2[CH2:5][CH2:4]1.[CH2:35](N(CC)CC)C.[F:42][C:43]([F:54])([F:53])[C:44](O[C:44](=[O:45])[C:43]([F:54])([F:53])[F:42])=[O:45].C(OCC)(=O)C.